This data is from Full USPTO retrosynthesis dataset with 1.9M reactions from patents (1976-2016). The task is: Predict the reactants needed to synthesize the given product. (1) Given the product [CH3:1][N:2]1[C:10]2[C:5](=[CH:6][CH:7]=[CH:8][CH:9]=2)[CH:4]=[C:3]1[C:11]1[CH:12]=[C:13]([C:17]2[CH:18]=[C:19]3[C:24](=[N:25][CH:26]=2)[N:23]([C:27]([NH2:35])=[O:34])[CH2:22][CH2:21][CH2:20]3)[CH:14]=[N:15][CH:16]=1, predict the reactants needed to synthesize it. The reactants are: [CH3:1][N:2]1[C:10]2[C:5](=[CH:6][CH:7]=[CH:8][CH:9]=2)[CH:4]=[C:3]1[C:11]1[CH:12]=[C:13]([C:17]2[CH:18]=[C:19]3[C:24](=[N:25][CH:26]=2)[NH:23][CH2:22][CH2:21][CH2:20]3)[CH:14]=[N:15][CH:16]=1.[C:27]([N:35]=C=O)(=[O:34])C1C=CC=CC=1.C([O-])([O-])=O.[K+].[K+]. (2) The reactants are: C(OC([N:8]1[C:16]2[C:11](=[CH:12][CH:13]=[CH:14][CH:15]=2)[C:10]([C:17]2[CH:18]=[N:19][CH:20]=[C:21]([C@@H:23]3[CH2:27][CH2:26][CH2:25][N:24]3C(C3C=CC(OC)=CC=3)C)[CH:22]=2)=[CH:9]1)=O)(C)(C)C. Given the product [NH:24]1[CH2:25][CH2:26][CH2:27][C@H:23]1[C:21]1[CH:22]=[C:17]([C:10]2[C:11]3[C:16](=[CH:15][CH:14]=[CH:13][CH:12]=3)[NH:8][CH:9]=2)[CH:18]=[N:19][CH:20]=1, predict the reactants needed to synthesize it. (3) Given the product [C:2]([O:1][C@:2]1([C@:28]2([CH3:29])[C@H:14]([C@H:15]3[C:25](=[CH:26][CH2:27]2)[C@:23]2([CH3:24])[C:18](=[CH:19][C:20](=[O:30])[CH2:21][CH2:22]2)[CH2:17][CH2:16]3)[CH2:13][CH2:12]1)[C:3](=[O:11])[CH2:4][O:5][C:6]([CH2:8][CH:9]=[CH2:10])=[O:7])(=[O:1])[CH2:12][CH2:13][CH2:14][CH2:15][CH2:16][CH2:17][CH2:18][CH2:19][CH2:20][CH2:21][CH2:22][CH2:23][CH2:25][CH2:26][CH2:27][CH2:28][CH3:29], predict the reactants needed to synthesize it. The reactants are: [OH:1][C@:2]1([C@:28]2([CH3:29])[C@H:14]([C@H:15]3[C:25](=[CH:26][CH2:27]2)[C@:23]2([CH3:24])[C:18](=[CH:19][C:20](=[O:30])[CH2:21][CH2:22]2)[CH2:17][CH2:16]3)[CH2:13][CH2:12]1)[C:3](=[O:11])[CH2:4][O:5][C:6]([CH2:8][CH:9]=[CH2:10])=[O:7]. (4) Given the product [CH:1]1([C:4]2[N:8]([C:24]([O:26][C:27]([CH3:30])([CH3:29])[CH3:28])=[O:25])[C:7]3[CH:9]=[C:10]([C:17]4[C:18]([CH3:23])=[N:19][O:20][C:21]=4[CH3:22])[CH:11]=[C:12]([C:13]([O:15][CH3:16])=[O:14])[C:6]=3[N:5]=2)[CH2:3][CH2:2]1, predict the reactants needed to synthesize it. The reactants are: [CH:1]1([C:4]2[NH:8][C:7]3[CH:9]=[C:10]([C:17]4[C:18]([CH3:23])=[N:19][O:20][C:21]=4[CH3:22])[CH:11]=[C:12]([C:13]([O:15][CH3:16])=[O:14])[C:6]=3[N:5]=2)[CH2:3][CH2:2]1.[C:24](O[C:24]([O:26][C:27]([CH3:30])([CH3:29])[CH3:28])=[O:25])([O:26][C:27]([CH3:30])([CH3:29])[CH3:28])=[O:25].C(N(CC)CC)C. (5) Given the product [C:62]([O:66][C:67]([NH:4][C@H:7]1[CH2:11][N:10]([C:12]([O:14][CH2:15][C:16]2[CH:21]=[CH:20][CH:19]=[CH:18][CH:17]=2)=[O:13])[C@@H:9]2[C@@H:22]([OH:25])[CH2:23][O:24][C@@H:8]12)=[O:68])([CH3:65])([CH3:64])[CH3:63], predict the reactants needed to synthesize it. The reactants are: [N-]=[N+]=[N-].[N:4]([C@H:7]1[CH2:11][N:10]([C:12]([O:14][CH2:15][C:16]2[CH:21]=[CH:20][CH:19]=[CH:18][CH:17]=2)=[O:13])[C@@H:9]2[C@@H:22]([OH:25])[CH2:23][O:24][C@H:8]12)=[N+]=[N-].C1(P(C2C=CC=CC=2)C2C=CC=CC=2)C=CC=CC=1.ClC1C=CC=C(C(OO)=O)C=1.C(=O)([O-])[O-].[Na+].[Na+].[C:62]([O:66][C:67](=O)[O:68]C(C)(C)C)([CH3:65])([CH3:64])[CH3:63]. (6) Given the product [C:1]([O:5][C:6]([N:8]1[CH2:13][CH2:12][CH:11]([C:14]([C:15]2[CH:20]=[CH:19][CH:18]=[C:17]([C:21]([F:24])([F:23])[F:22])[C:16]=2[F:25])=[N:28][OH:29])[CH2:10][CH2:9]1)=[O:7])([CH3:4])([CH3:3])[CH3:2], predict the reactants needed to synthesize it. The reactants are: [C:1]([O:5][C:6]([N:8]1[CH2:13][CH2:12][CH:11]([C:14](=O)[C:15]2[CH:20]=[CH:19][CH:18]=[C:17]([C:21]([F:24])([F:23])[F:22])[C:16]=2[F:25])[CH2:10][CH2:9]1)=[O:7])([CH3:4])([CH3:3])[CH3:2].Cl.[NH2:28][OH:29].N1C=CC=CC=1.O.